Dataset: Catalyst prediction with 721,799 reactions and 888 catalyst types from USPTO. Task: Predict which catalyst facilitates the given reaction. (1) Reactant: [NH2:1][C:2]1[S:3][CH:4]=[CH:5][N:6]=1.Br[CH2:8][C:9]([C:11]1[CH:16]=[CH:15][CH:14]=[C:13]([C:17]#[N:18])[CH:12]=1)=O.[OH-].[NH4+]. Product: [C:17]([C:13]1[CH:12]=[C:11]([C:9]2[N:1]=[C:2]3[N:6]([CH:8]=2)[CH:5]=[CH:4][S:3]3)[CH:16]=[CH:15][CH:14]=1)#[N:18]. The catalyst class is: 8. (2) Reactant: [Cl:1][C:2]1[CH:7]=[CH:6][C:5]([C:8]2[C:9]([C:14]([O:16]C)=[O:15])=[N:10][CH:11]=[CH:12][CH:13]=2)=[CH:4][C:3]=1[C:18]([NH:20][CH2:21][C:22]1([OH:29])[CH2:28][CH2:27][CH2:26][CH2:25][CH2:24][CH2:23]1)=[O:19].[OH-].[K+].O.CO. Product: [Cl:1][C:2]1[CH:7]=[CH:6][C:5]([C:8]2[C:9]([C:14]([OH:16])=[O:15])=[N:10][CH:11]=[CH:12][CH:13]=2)=[CH:4][C:3]=1[C:18]([NH:20][CH2:21][C:22]1([OH:29])[CH2:23][CH2:24][CH2:25][CH2:26][CH2:27][CH2:28]1)=[O:19]. The catalyst class is: 7. (3) Reactant: [CH3:1][NH:2][CH3:3].C[Si]([O:8][C:9](=[O:14])/[CH:10]=[CH:11]/[CH2:12]Br)(C)C. Product: [CH3:1][N:2]([CH3:3])[CH2:12]/[CH:11]=[CH:10]/[C:9]([OH:8])=[O:14]. The catalyst class is: 7.